This data is from Forward reaction prediction with 1.9M reactions from USPTO patents (1976-2016). The task is: Predict the product of the given reaction. (1) Given the reactants [O:1]([C:8]1[CH:13]=[N:12][NH:11][C:10](=[O:14])[CH:9]=1)[C:2]1[CH:7]=[CH:6][CH:5]=[CH:4][CH:3]=1.[H-].[Na+].[CH3:17][O:18][C:19](=[O:28])[CH:20](Br)[CH2:21][CH:22]1[CH2:26][CH2:25][CH2:24][CH2:23]1, predict the reaction product. The product is: [CH3:17][O:18][C:19](=[O:28])[CH:20]([N:11]1[C:10](=[O:14])[CH:9]=[C:8]([O:1][C:2]2[CH:7]=[CH:6][CH:5]=[CH:4][CH:3]=2)[CH:13]=[N:12]1)[CH2:21][CH:22]1[CH2:23][CH2:24][CH2:25][CH2:26]1. (2) The product is: [Cl:23][C:21]1[C:20]([O:24][CH:25]([CH3:26])[CH3:27])=[CH:19][C:18]([NH:28][N:29]=[CH:8][C:9](=[O:10])[C:11]([F:14])([F:13])[F:12])=[C:17]([F:16])[CH:22]=1. Given the reactants C([O-])(=O)C.[Na+].O.Br[CH:8](Br)[C:9]([C:11]([F:14])([F:13])[F:12])=[O:10].[F:16][C:17]1[CH:22]=[C:21]([Cl:23])[C:20]([O:24][CH:25]([CH3:27])[CH3:26])=[CH:19][C:18]=1[NH:28][NH2:29], predict the reaction product. (3) Given the reactants [CH2:1]([O:8][C:9]1[CH:10]=[C:11]([CH2:15]O)[CH:12]=[N:13][CH:14]=1)[C:2]1[CH:7]=[CH:6][CH:5]=[CH:4][CH:3]=1.C1C=CC(P([N:31]=[N+:32]=[N-:33])(C2C=CC=CC=2)=O)=CC=1.N12CCCN=C1CCCCC2, predict the reaction product. The product is: [N:31]([CH2:15][C:11]1[CH:12]=[N:13][CH:14]=[C:9]([O:8][CH2:1][C:2]2[CH:7]=[CH:6][CH:5]=[CH:4][CH:3]=2)[CH:10]=1)=[N+:32]=[N-:33]. (4) Given the reactants [CH:1]1([C:5]2[CH:10]=[CH:9][CH:8]=[CH:7][C:6]=2[OH:11])[CH2:4][CH2:3][CH2:2]1.[H-].[Na+].[CH3:14][O:15][CH2:16]Cl.O, predict the reaction product. The product is: [CH:1]1([C:5]2[CH:10]=[CH:9][CH:8]=[CH:7][C:6]=2[O:11][CH2:14][O:15][CH3:16])[CH2:2][CH2:3][CH2:4]1. (5) Given the reactants C(OC([N:8]1[CH2:13][CH2:12][CH:11]([N:14]([CH2:25][C:26]2[CH:31]=[C:30]([Cl:32])[CH:29]=[CH:28][C:27]=2[F:33])[C:15]2[CH:20]=[CH:19][CH:18]=[C:17]([C:21]([O:23][CH3:24])=[O:22])[CH:16]=2)[CH2:10][CH2:9]1)=O)(C)(C)C.O=[C:35]([CH3:49])[CH2:36][CH2:37][N:38]1C(=O)C2C(=CC=CC=2)C1=O, predict the reaction product. The product is: [CH3:24][O:23][C:21](=[O:22])[C:17]1[CH:18]=[CH:19][CH:20]=[C:15]([N:14]([CH:11]2[CH2:12][CH2:13][N:8]([CH:35]([CH3:49])[CH2:36][CH2:37][NH2:38])[CH2:9][CH2:10]2)[CH2:25][C:26]2[CH:31]=[C:30]([Cl:32])[CH:29]=[CH:28][C:27]=2[F:33])[CH:16]=1. (6) The product is: [CH:14]1[C:8]2[CH2:9][CH2:10][O:11][CH2:12][CH2:13][C:7]=2[CH:6]=[CH:5][C:4]=1[NH2:1]. Given the reactants [N+:1]([C:4]1[CH:5]=[CH:6][C:7]2[CH2:13][CH2:12][O:11][CH2:10][CH2:9][C:8]=2[CH:14]=1)([O-])=O.[H][H], predict the reaction product. (7) Given the reactants [Cl:1][C:2]1[CH:3]=[C:4]([CH:12]=[CH:13][C:14]=1[Cl:15])[O:5][CH:6]1[CH2:11][CH2:10][NH:9][CH2:8][CH2:7]1.O=[C:17]1[CH2:22][CH2:21][CH:20]([C:23]([O:25][CH2:26][CH3:27])=[O:24])[CH2:19][CH2:18]1.C(O[BH-](OC(=O)C)OC(=O)C)(=O)C.[Na+].C(=O)(O)[O-].[Na+], predict the reaction product. The product is: [Cl:1][C:2]1[CH:3]=[C:4]([CH:12]=[CH:13][C:14]=1[Cl:15])[O:5][CH:6]1[CH2:11][CH2:10][N:9]([CH:17]2[CH2:22][CH2:21][CH:20]([C:23]([O:25][CH2:26][CH3:27])=[O:24])[CH2:19][CH2:18]2)[CH2:8][CH2:7]1.